Dataset: TCR-epitope binding with 47,182 pairs between 192 epitopes and 23,139 TCRs. Task: Binary Classification. Given a T-cell receptor sequence (or CDR3 region) and an epitope sequence, predict whether binding occurs between them. (1) The epitope is RAKFKQLL. The TCR CDR3 sequence is CASRGSVYEQYF. Result: 1 (the TCR binds to the epitope). (2) The epitope is DPFRLLQNSQVFS. The TCR CDR3 sequence is CASSFQGASTEAFF. Result: 1 (the TCR binds to the epitope). (3) The epitope is LPRRSGAAGA. The TCR CDR3 sequence is CASSLSGSTDTQYF. Result: 1 (the TCR binds to the epitope). (4) The epitope is FLYALALLL. The TCR CDR3 sequence is CASSLAQGMGPGNTIYF. Result: 0 (the TCR does not bind to the epitope). (5) The epitope is KLGGALQAK. The TCR CDR3 sequence is CASCRPGLAGGEDTQYF. Result: 1 (the TCR binds to the epitope).